This data is from Catalyst prediction with 721,799 reactions and 888 catalyst types from USPTO. The task is: Predict which catalyst facilitates the given reaction. (1) Reactant: [CH3:1][O:2][CH2:3][CH2:4][O:5][C:6](Cl)=[O:7].[NH2:9][C@H:10]([C:14]([OH:16])=[O:15])[CH:11]([CH3:13])[CH3:12]. Product: [CH3:1][O:2][CH2:3][CH2:4][O:5][C:6]([NH:9][C@H:10]([C:14]([OH:16])=[O:15])[CH:11]([CH3:13])[CH3:12])=[O:7]. The catalyst class is: 758. (2) Reactant: O=[C:2]1[C:11]2[C:6](=[CH:7][C:8]([O:29][CH3:30])=[C:9]([O:12][C@H:13]3[CH2:18][CH2:17][C@@H:16]([N:19]([C:21]([N:23]4[CH2:28][CH2:27][O:26][CH2:25][CH2:24]4)=[O:22])[CH3:20])[CH2:15][CH2:14]3)[CH:10]=2)[N:5]=[CH:4][NH:3]1.S(Cl)([Cl:33])=O. Product: [ClH:33].[Cl:33][C:2]1[C:11]2[C:6](=[CH:7][C:8]([O:29][CH3:30])=[C:9]([O:12][C@H:13]3[CH2:18][CH2:17][C@@H:16]([N:19]([C:21]([N:23]4[CH2:28][CH2:27][O:26][CH2:25][CH2:24]4)=[O:22])[CH3:20])[CH2:15][CH2:14]3)[CH:10]=2)[N:5]=[CH:4][N:3]=1. The catalyst class is: 9. (3) Reactant: [S:1]([N:17]([S:25]([C:28]1[C:40]2[CH:39]=[CH:38][CH:37]=[C:33]([N:34]([CH3:36])[CH3:35])[C:32]=2[CH:31]=[CH:30][CH:29]=1)(=[O:27])=[O:26])[CH2:18][CH2:19][S:20][S:21][CH2:22][CH2:23][NH2:24])([C:4]1[C:16]2[CH:15]=[CH:14][CH:13]=[C:9]([N:10]([CH3:12])[CH3:11])[C:8]=2[CH:7]=[CH:6][CH:5]=1)(=[O:3])=[O:2].C(C(O)=O)CP(CCC(O)=O)CCC(O)=O.Br[C:58]1[C:63](=[O:64])[NH:62][C:60](=[O:61])[C:59]=1Br.CC([O-])=O.[Na+]. Product: [S:1]([N:17]([S:25]([C:28]1[C:40]2[CH:39]=[CH:38][CH:37]=[C:33]([N:34]([CH3:36])[CH3:35])[C:32]=2[CH:31]=[CH:30][CH:29]=1)(=[O:26])=[O:27])[CH2:18][CH2:19][S:20][S:21][CH2:22][CH2:23][NH2:24])([C:4]1[C:16]2[CH:15]=[CH:14][CH:13]=[C:9]([N:10]([CH3:11])[CH3:12])[C:8]=2[CH:7]=[CH:6][CH:5]=1)(=[O:3])=[O:2].[C:60]1(=[O:61])[NH:62][C:63](=[O:64])[CH:58]=[CH:59]1. The catalyst class is: 5.